From a dataset of Forward reaction prediction with 1.9M reactions from USPTO patents (1976-2016). Predict the product of the given reaction. Given the reactants [F:1][C:2]1[CH:7]=[C:6]([F:8])[C:5]([F:9])=[CH:4][C:3]=1[CH2:10][OH:11].Cl[C:13]1[CH:24]=[C:17]2[N:18]([CH3:23])[C@H:19]([CH3:22])[CH2:20][CH2:21][N:16]2[C:15](=[O:25])[N:14]=1, predict the reaction product. The product is: [CH3:23][N:18]1[C@H:19]([CH3:22])[CH2:20][CH2:21][N:16]2[C:15](=[O:25])[N:14]=[C:13]([O:11][CH2:10][C:3]3[CH:4]=[C:5]([F:9])[C:6]([F:8])=[CH:7][C:2]=3[F:1])[CH:24]=[C:17]12.